This data is from Full USPTO retrosynthesis dataset with 1.9M reactions from patents (1976-2016). The task is: Predict the reactants needed to synthesize the given product. (1) The reactants are: [CH3:1][C:2]1([CH3:36])[C:26]2[C:6]([CH:7]=[C:8]3[CH:25]=[C:24]4[C:11]([C:12]5[C:17]([C:18]6[C:23]4=[CH:22][CH:21]=[CH:20][CH:19]=6)=[CH:16][CH:15]=[CH:14][CH:13]=5)=[CH:10][C:9]3=2)=[C:5](B2OC(C)(C)C(C)(C)O2)[CH:4]=[CH:3]1.Cl[C:38]1[CH:51]=[CH:50][C:49]2[C:48]3[CH:52]=[CH:53][CH:54]=[CH:55][C:47]=3[C:46]3[C:41](=[N:42][CH:43]=[CH:44][CH:45]=3)[C:40]=2[N:39]=1.C([O-])([O-])=O.[Na+].[Na+].CCO. Given the product [CH3:1][C:2]1([CH3:36])[C:26]2[C:6]([CH:7]=[C:8]3[CH:25]=[C:24]4[C:11]([C:12]5[C:17]([C:18]6[C:23]4=[CH:22][CH:21]=[CH:20][CH:19]=6)=[CH:16][CH:15]=[CH:14][CH:13]=5)=[CH:10][C:9]3=2)=[C:5]([C:38]2[CH:51]=[CH:50][C:49]3[C:48]4[CH:52]=[CH:53][CH:54]=[CH:55][C:47]=4[C:46]4[C:41](=[N:42][CH:43]=[CH:44][CH:45]=4)[C:40]=3[N:39]=2)[CH:4]=[CH:3]1, predict the reactants needed to synthesize it. (2) Given the product [CH3:27][N:26]([CH2:25][CH:22]1[CH2:23][CH2:24][N:19]([C:17](=[O:18])[C@H:16]([NH:14][CH3:13])[CH2:29][C:30]2[CH:31]=[CH:32][CH:33]=[CH:34][CH:35]=2)[CH2:20][CH2:21]1)[CH3:28], predict the reactants needed to synthesize it. The reactants are: FC(F)(F)C(O)=O.C(O[C:13](=O)[N:14]([C@H:16]([CH2:29][C:30]1[CH:35]=[CH:34][CH:33]=[CH:32][CH:31]=1)[C:17]([N:19]1[CH2:24][CH2:23][CH:22]([CH2:25][N:26]([CH3:28])[CH3:27])[CH2:21][CH2:20]1)=[O:18])C)(C)(C)C. (3) Given the product [CH3:37][C:27]1[N:26]=[C:25]([C:23]([N:17]2[C@H:16]([CH2:15][NH:14][C:4]3[N:3]=[CH:2][C:7]([C:8]#[N:9])=[C:6]([C:10]([F:12])([F:11])[F:13])[CH:5]=3)[CH2:22][C@@H:21]3[C@@H:19]([CH2:20]3)[CH2:18]2)=[O:24])[C:30]([C:31]2[N:36]=[CH:35][CH:34]=[CH:33][N:32]=2)=[CH:29][CH:28]=1, predict the reactants needed to synthesize it. The reactants are: Cl[C:2]1[C:7]([C:8]#[N:9])=[C:6]([C:10]([F:13])([F:12])[F:11])[CH:5]=[C:4]([NH:14][CH2:15][C@@H:16]2[CH2:22][C@@H:21]3[C@@H:19]([CH2:20]3)[CH2:18][N:17]2[C:23]([C:25]2[C:30]([C:31]3[N:36]=[CH:35][CH:34]=[CH:33][N:32]=3)=[CH:29][CH:28]=[C:27]([CH3:37])[N:26]=2)=[O:24])[N:3]=1.C1(P(C2C=CC=CC=2)C2C=CC=CC=2)C=CC=CC=1.C([O-])([O-])=O.[K+].[K+]. (4) Given the product [CH3:24][C:25]1[N:29]([CH2:30][C:31]([N:20]2[CH2:19][CH2:18][CH:17]([C:14]3[S:15][CH:16]=[C:12]([CH2:11][CH2:10][CH2:9][CH:8]([C:2]4[CH:7]=[CH:6][CH:5]=[CH:4][CH:3]=4)[CH3:23])[N:13]=3)[CH2:22][CH2:21]2)=[O:32])[N:28]=[C:27]([C:34]([F:36])([F:35])[F:37])[CH:26]=1, predict the reactants needed to synthesize it. The reactants are: Cl.[C:2]1([CH:8]([CH3:23])[CH2:9][CH2:10][CH2:11][C:12]2[N:13]=[C:14]([CH:17]3[CH2:22][CH2:21][NH:20][CH2:19][CH2:18]3)[S:15][CH:16]=2)[CH:7]=[CH:6][CH:5]=[CH:4][CH:3]=1.[CH3:24][C:25]1[N:29]([CH2:30][C:31](O)=[O:32])[N:28]=[C:27]([C:34]([F:37])([F:36])[F:35])[CH:26]=1.